The task is: Regression. Given a peptide amino acid sequence and an MHC pseudo amino acid sequence, predict their binding affinity value. This is MHC class II binding data.. This data is from Peptide-MHC class II binding affinity with 134,281 pairs from IEDB. (1) The peptide sequence is VSTFSSGLVWGQKYF. The MHC is HLA-DPA10103-DPB10201 with pseudo-sequence HLA-DPA10103-DPB10201. The binding affinity (normalized) is 0.511. (2) The peptide sequence is DSEEPLQGPFNFRFL. The MHC is DRB1_0405 with pseudo-sequence DRB1_0405. The binding affinity (normalized) is 0.394. (3) The peptide sequence is AGSLQGQWRGAAGTA. The MHC is DRB5_0101 with pseudo-sequence DRB5_0101. The binding affinity (normalized) is 0.204. (4) The peptide sequence is LGIISHLLKTRDNSV. The MHC is DRB1_0802 with pseudo-sequence DRB1_0802. The binding affinity (normalized) is 0.478. (5) The peptide sequence is SPAIFQSSMTKILEP. The MHC is DRB1_0401 with pseudo-sequence DRB1_0401. The binding affinity (normalized) is 0.244.